From a dataset of Catalyst prediction with 721,799 reactions and 888 catalyst types from USPTO. Predict which catalyst facilitates the given reaction. (1) Reactant: C[C:2]1[CH:7]=[C:6]([P:8]([C:17]2[C:22]([C:23]3C(P(C4C=C(C)C=C(C)C=4)C4C=C(C)C=C(C)C=4)=CC(OC)=N[C:24]=3OC)=C(OC)N=[C:19](OC)[CH:18]=2)[C:9]2[CH:14]=[C:13](C)[CH:12]=[C:11](C)[CH:10]=2)[CH:5]=[C:4](C)[CH:3]=1. Product: [CH:12]1[CH:13]=[CH:14][C:9]([P:8]([C:17]2[C:22]3[C:17]([P:8]([C:6]4[CH:7]=[CH:2][CH:3]=[CH:4][CH:5]=4)[C:9]4[CH:10]=[CH:11][CH:12]=[CH:13][CH:14]=4)=[CH:18][CH:19]=[CH:24][C:23]=3[CH:24]=[CH:23][CH:22]=2)[C:6]2[CH:7]=[CH:2][CH:3]=[CH:4][CH:5]=2)=[CH:10][CH:11]=1. The catalyst class is: 204. (2) The catalyst class is: 8. Product: [O:2]1[C:6]2[CH:7]=[CH:8][CH:9]=[CH:10][C:5]=2[CH:4]=[C:3]1[C:11]([NH:13][C:14]1([C:20]([NH:22][CH:23]2[CH2:28][CH2:27][N:26]([C:31]3[CH:36]=[CH:35][CH:34]=[CH:33][C:32]=3[N+:37]([O-:39])=[O:38])[CH2:25][CH:24]2[OH:29])=[O:21])[CH2:19][CH2:18][CH2:17][CH2:16][CH2:15]1)=[O:12]. Reactant: Cl.[O:2]1[C:6]2[CH:7]=[CH:8][CH:9]=[CH:10][C:5]=2[CH:4]=[C:3]1[C:11]([NH:13][C:14]1([C:20]([NH:22][CH:23]2[CH2:28][CH2:27][NH:26][CH2:25][CH:24]2[OH:29])=[O:21])[CH2:19][CH2:18][CH2:17][CH2:16][CH2:15]1)=[O:12].F[C:31]1[CH:36]=[CH:35][CH:34]=[CH:33][C:32]=1[N+:37]([O-:39])=[O:38].C(N(CC)CC)C. (3) Reactant: Cl[CH2:2][C:3]1[CH:27]=[CH:26][C:6]([C:7]([NH:9][C:10]2[N:25]=[C:13]3[CH:14]=[CH:15][CH:16]=[C:17]([NH:18][CH:19]4[CH2:24][CH2:23][CH2:22][CH2:21][CH2:20]4)[N:12]3[N:11]=2)=[O:8])=[CH:5][CH:4]=1.C(N(CC)C(C)C)(C)C.[CH3:37][O:38][CH2:39][CH2:40][NH:41][CH3:42]. Product: [CH:19]1([NH:18][C:17]2[N:12]3[N:11]=[C:10]([NH:9][C:7](=[O:8])[C:6]4[CH:26]=[CH:27][C:3]([CH2:2][N:41]([CH2:40][CH2:39][O:38][CH3:37])[CH3:42])=[CH:4][CH:5]=4)[N:25]=[C:13]3[CH:14]=[CH:15][CH:16]=2)[CH2:20][CH2:21][CH2:22][CH2:23][CH2:24]1. The catalyst class is: 12.